This data is from Reaction yield outcomes from USPTO patents with 853,638 reactions. The task is: Predict the reaction yield, written as a fraction of the theoretical maximum amount of product (1.0 means a 100% yield; for example, 0.34 means a 34% yield). (1) The reactants are [Cl:1][C:2]1[C:7]([N:8]=P(C2C=CC=CC=2)(C2C=CC=CC=2)C2C=CC=CC=2)=[C:6](I)[CH:5]=[CH:4][N:3]=1.[CH3:29][O:30][C:31]1[CH:36]=[CH:35][CH:34]=[CH:33][C:32]=1B(O)O.C(=O)([O-])[O-].[K+].[K+]. The catalyst is COCCOC.[Pd].P.P.P.P. The product is [Cl:1][C:2]1[C:7]([NH2:8])=[C:6]([C:32]2[CH:33]=[CH:34][CH:35]=[CH:36][C:31]=2[O:30][CH3:29])[CH:5]=[CH:4][N:3]=1. The yield is 0.780. (2) The reactants are [OH:1][C:2]1[CH:11]=[C:10]2[C:5]([C:6]([O:12][C:13]3[CH:18]=[CH:17][C:16]([CH3:19])=[CH:15][C:14]=3[C:20]([C:22]3[CH:27]=[CH:26][CH:25]=[CH:24][CH:23]=3)=[O:21])=[CH:7][CH:8]=[N:9]2)=[CH:4][C:3]=1[O:28][CH3:29].Br[CH2:31][CH2:32][CH2:33][Cl:34].C(=O)([O-])[O-].[K+].[K+].O. The catalyst is CN(C)C=O. The product is [Cl:34][CH2:33][CH2:32][CH2:31][O:1][C:2]1[CH:11]=[C:10]2[C:5]([C:6]([O:12][C:13]3[CH:18]=[CH:17][C:16]([CH3:19])=[CH:15][C:14]=3[C:20]([C:22]3[CH:23]=[CH:24][CH:25]=[CH:26][CH:27]=3)=[O:21])=[CH:7][CH:8]=[N:9]2)=[CH:4][C:3]=1[O:28][CH3:29]. The yield is 0.870. (3) The reactants are [OH:1][B:2]1[C:6]2[CH:7]=[CH:8][C:9]([O:11][C:12]3[CH:19]=[C:18]([O:20][CH2:21][CH2:22][O:23]C4CCCCO4)[C:15]([C:16]#[N:17])=[CH:14][N:13]=3)=[CH:10][C:5]=2[CH2:4][O:3]1.Cl.CCOCC. The catalyst is CO. The product is [OH:1][B:2]1[C:6]2[CH:7]=[CH:8][C:9]([O:11][C:12]3[CH:19]=[C:18]([O:20][CH2:21][CH2:22][OH:23])[C:15]([C:16]#[N:17])=[CH:14][N:13]=3)=[CH:10][C:5]=2[CH2:4][O:3]1. The yield is 0.200. (4) The reactants are Cl[CH2:2][C:3]1[N:7]([CH2:8][C@H:9]2[CH2:14][CH2:13][CH2:12][N:11]([C:15]([O:17][C:18]([CH3:21])([CH3:20])[CH3:19])=[O:16])[CH2:10]2)[C:6]2[CH:22]=[CH:23][CH:24]=[CH:25][C:5]=2[N:4]=1.[CH2:26]([NH:29][C@@H:30]1[C:39]2[N:38]=[CH:37][CH:36]=[CH:35][C:34]=2[CH2:33][CH2:32][CH2:31]1)[CH2:27][CH3:28].CN(CC1N(C[C@@H]2CCCN(C(OC(C)(C)C)=O)C2)C2C=CC=CC=2N=1)[C@@H]1C2N=CC=CC=2CCC1. No catalyst specified. The yield is 0.630. The product is [CH2:26]([N:29]([CH2:2][C:3]1[N:7]([CH2:8][C@H:9]2[CH2:14][CH2:13][CH2:12][N:11]([C:15]([O:17][C:18]([CH3:21])([CH3:20])[CH3:19])=[O:16])[CH2:10]2)[C:6]2[CH:22]=[CH:23][CH:24]=[CH:25][C:5]=2[N:4]=1)[C@@H:30]1[C:39]2[N:38]=[CH:37][CH:36]=[CH:35][C:34]=2[CH2:33][CH2:32][CH2:31]1)[CH2:27][CH3:28]. (5) The reactants are [Cl:1][C:2]1[C:3]([O:12][C:13]2[CH:18]=[C:17]([O:19][CH2:20][CH2:21][O:22][CH3:23])[CH:16]=[CH:15][C:14]=2[CH2:24][CH2:25][C:26](O)=[O:27])=[N:4][CH:5]=[C:6]([C:8]([F:11])([F:10])[F:9])[CH:7]=1.C(N=C=NCCCN(C)C)C.[CH2:40]([NH:45][S:46]([NH2:49])(=[O:48])=[O:47])[CH2:41][CH2:42][CH2:43][CH3:44].Cl. The catalyst is C(#N)C.CN(C)C1C=CN=CC=1.C(OCC)(=O)C. The product is [Cl:1][C:2]1[C:3]([O:12][C:13]2[CH:18]=[C:17]([O:19][CH2:20][CH2:21][O:22][CH3:23])[CH:16]=[CH:15][C:14]=2[CH2:24][CH2:25][C:26]([NH:49][S:46]([NH:45][CH2:40][CH2:41][CH2:42][CH2:43][CH3:44])(=[O:48])=[O:47])=[O:27])=[N:4][CH:5]=[C:6]([C:8]([F:10])([F:9])[F:11])[CH:7]=1. The yield is 0.0200. (6) The reactants are [CH3:1][NH2:2].[Cl:3][C:4]1[C:5]([O:12][CH:13]([CH3:15])[CH3:14])=[C:6]([CH:9]=[CH:10][CH:11]=1)[CH:7]=O.[BH4-].[Na+]. The catalyst is CO. The product is [Cl:3][C:4]1[C:5]([O:12][CH:13]([CH3:15])[CH3:14])=[C:6]([CH:9]=[CH:10][CH:11]=1)[CH2:7][CH2:1][NH2:2]. The yield is 0.930. (7) The reactants are [Br:1][C:2]1[CH:7]=[CH:6][C:5]([C:8]([C:10]2[CH:15]=[CH:14][C:13]([OH:16])=[C:12]([F:17])[CH:11]=2)=O)=[CH:4][CH:3]=1.[C:18]1(=O)[CH2:23][CH2:22][CH2:21][CH2:20][CH2:19]1. The product is [Br:1][C:2]1[CH:7]=[CH:6][C:5]([C:8](=[C:18]2[CH2:23][CH2:22][CH2:21][CH2:20][CH2:19]2)[C:10]2[CH:15]=[CH:14][C:13]([OH:16])=[C:12]([F:17])[CH:11]=2)=[CH:4][CH:3]=1. The yield is 0.800. The catalyst is C1COCC1.[Ti](Cl)(Cl)(Cl)Cl.[Zn]. (8) The reactants are C[Si]([C:5]#[C:6][C:7]1[S:11][C:10]([NH:12][C:13](=[O:19])[O:14][C:15]([CH3:18])([CH3:17])[CH3:16])=[N:9][CH:8]=1)(C)C.[OH-].[K+].CO. The catalyst is C1COCC1. The product is [C:6]([C:7]1[S:11][C:10]([NH:12][C:13](=[O:19])[O:14][C:15]([CH3:17])([CH3:16])[CH3:18])=[N:9][CH:8]=1)#[CH:5]. The yield is 0.960. (9) The reactants are [CH3:1][O:2][C:3]1[CH:18]=[CH:17][C:6]([C:7]([NH:9][C:10]2[C:11]([NH2:16])=[CH:12][CH:13]=[CH:14][CH:15]=2)=[O:8])=[CH:5][CH:4]=1.[CH3:19][N:20]([CH3:33])[S:21]([C:24]1[CH:32]=[CH:31][C:27]([C:28](O)=[O:29])=[CH:26][CH:25]=1)(=[O:23])=[O:22]. No catalyst specified. The product is [CH3:1][O:2][C:3]1[CH:4]=[CH:5][C:6]([C:7]([NH:9][C:10]2[C:11]([NH:16][C:28](=[O:29])[C:27]3[CH:31]=[CH:32][C:24]([S:21]([N:20]([CH3:19])[CH3:33])(=[O:23])=[O:22])=[CH:25][CH:26]=3)=[CH:12][CH:13]=[CH:14][CH:15]=2)=[O:8])=[CH:17][CH:18]=1. The yield is 0.350.